From a dataset of Full USPTO retrosynthesis dataset with 1.9M reactions from patents (1976-2016). Predict the reactants needed to synthesize the given product. (1) Given the product [NH2:1][C:2]1[C:6]2[C:7](=[O:19])[N:8]([CH:12]([CH:16]3[CH2:18][CH2:17]3)[CH:13]3[CH2:15][CH2:14]3)[CH:9]=[C:10]([C:44]3[CH:48]=[C:47]([CH3:49])[N:46]([CH3:50])[N:45]=3)[C:5]=2[NH:4][N:3]=1, predict the reactants needed to synthesize it. The reactants are: [NH2:1][C:2]1[C:6]2[C:7](=[O:19])[N:8]([CH:12]([CH:16]3[CH2:18][CH2:17]3)[CH:13]3[CH2:15][CH2:14]3)[CH:9]=[C:10](Br)[C:5]=2[NH:4][N:3]=1.CC1(C)C(C)(C)OB(B2OC(C)(C)C(C)(C)O2)O1.C([O-])(=O)C.[K+].Br[C:44]1[CH:48]=[C:47]([CH3:49])[N:46]([CH3:50])[N:45]=1.C(=O)([O-])[O-].[Na+].[Na+]. (2) The reactants are: [F:1][C:2]1[CH:29]=[CH:28][C:5]([CH2:6][NH:7][C:8]([C:10]2[C:11](=[O:27])[C:12]3[C:13]4[N:14]([CH:26]=2)[CH2:15][C:16](=[O:25])[N:17]([CH3:24])[C:18]=4[CH:19]=[C:20]([CH2:22]Cl)[CH:21]=3)=[O:9])=[CH:4][CH:3]=1.[O:30]1[C:34]2[CH:35]=[CH:36][CH:37]=[CH:38][C:33]=2[CH:32]=[C:31]1[C@@H:39]([OH:43])[CH2:40][NH:41][CH3:42].CCN(C(C)C)C(C)C. Given the product [O:30]1[C:34]2[CH:35]=[CH:36][CH:37]=[CH:38][C:33]=2[CH:32]=[C:31]1[C@@H:39]([OH:43])[CH2:40][N:41]([CH2:22][C:20]1[CH:21]=[C:12]2[C:11](=[O:27])[C:10]([C:8]([NH:7][CH2:6][C:5]3[CH:28]=[CH:29][C:2]([F:1])=[CH:3][CH:4]=3)=[O:9])=[CH:26][N:14]3[CH2:15][C:16](=[O:25])[N:17]([CH3:24])[C:18]([CH:19]=1)=[C:13]23)[CH3:42], predict the reactants needed to synthesize it. (3) The reactants are: [Br:1][C:2]1[CH:3]=[C:4]2[C:10]([OH:11])=[N:9][N:8]([CH2:12][C:13]3[CH:18]=[CH:17][C:16]([O:19][CH3:20])=[CH:15][CH:14]=3)[C:5]2=[N:6][CH:7]=1.[H-].[Na+].[CH3:23]I. Given the product [Br:1][C:2]1[CH:3]=[C:4]2[C:10]([O:11][CH3:23])=[N:9][N:8]([CH2:12][C:13]3[CH:18]=[CH:17][C:16]([O:19][CH3:20])=[CH:15][CH:14]=3)[C:5]2=[N:6][CH:7]=1, predict the reactants needed to synthesize it.